From a dataset of Forward reaction prediction with 1.9M reactions from USPTO patents (1976-2016). Predict the product of the given reaction. (1) Given the reactants C1(C)C=CC(S(O[CH:11]2[CH2:15][CH2:14][O:13][CH2:12]2)(=O)=O)=CC=1.[CH2:17]([O:24][C@@H:25]1[C@@H:31]([O:32][CH2:33][C:34]2[CH:39]=[CH:38][CH:37]=[CH:36][CH:35]=2)[C@H:30]([O:40][CH2:41][C:42]2[CH:47]=[CH:46][CH:45]=[CH:44][CH:43]=2)[C@@H:29]([CH2:48][O:49][CH2:50][C:51]2[CH:56]=[CH:55][CH:54]=[CH:53][CH:52]=2)[O:28][C@@:26]1([C:57]1[CH:62]=[CH:61][C:60]([CH3:63])=[C:59]([CH2:64][C:65]2[CH:70]=[CH:69][C:68]([OH:71])=[CH:67][CH:66]=2)[CH:58]=1)[OH:27])[C:18]1[CH:23]=[CH:22][CH:21]=[CH:20][CH:19]=1.C(=O)([O-])[O-].[Cs+].[Cs+].O, predict the reaction product. The product is: [CH2:17]([O:24][C@@H:25]1[C@@H:31]([O:32][CH2:33][C:34]2[CH:35]=[CH:36][CH:37]=[CH:38][CH:39]=2)[C@H:30]([O:40][CH2:41][C:42]2[CH:47]=[CH:46][CH:45]=[CH:44][CH:43]=2)[C@@H:29]([CH2:48][O:49][CH2:50][C:51]2[CH:52]=[CH:53][CH:54]=[CH:55][CH:56]=2)[O:28][C@@:26]1([C:57]1[CH:62]=[CH:61][C:60]([CH3:63])=[C:59]([CH2:64][C:65]2[CH:70]=[CH:69][C:68]([O:71][CH:11]3[CH2:15][CH2:14][O:13][CH2:12]3)=[CH:67][CH:66]=2)[CH:58]=1)[OH:27])[C:18]1[CH:19]=[CH:20][CH:21]=[CH:22][CH:23]=1. (2) Given the reactants [CH3:1][C:2]1[C:6]([CH3:7])=[C:5]([C:8](OC)=[O:9])[S:4][C:3]=1[C:12](OC)=[O:13].[H-].[Al+3].[Li+].[H-].[H-].[H-].S([O-])([O-])(=O)=O.[Na+].[Na+], predict the reaction product. The product is: [CH3:1][C:2]1[C:6]([CH3:7])=[C:5]([CH2:8][OH:9])[S:4][C:3]=1[CH2:12][OH:13]. (3) The product is: [F:20][CH2:2][CH2:3][O:4][C:5]1[CH:10]=[CH:9][C:8]([C:11](=[O:13])[CH3:12])=[CH:7][CH:6]=1. Given the reactants O[CH2:2][CH2:3][O:4][C:5]1[CH:10]=[CH:9][C:8]([C:11](=[O:13])[CH3:12])=[CH:7][CH:6]=1.CCN(S(F)(F)[F:20])CC.C(=O)([O-])[O-].[K+].[K+], predict the reaction product.